From a dataset of Experimentally validated miRNA-target interactions with 360,000+ pairs, plus equal number of negative samples. Binary Classification. Given a miRNA mature sequence and a target amino acid sequence, predict their likelihood of interaction. (1) The miRNA is hsa-miR-1288-5p with sequence GCAGAUCAGGACUGUAACUCACC. The protein sequence of the target gene is MRRNSSLSFQMERPLEEQVQSKWSSSQGRTGTGGSDVLQMQNSEHHGQSIKTQTDSISLEDVAVNFTLEEWALLDPGQRNIYRDVMRATFKNLACIGEKWKDQDIEDEHKNQGRNLRSPMVEALCENKEDCPCGKSTSQIPDLNTNLETPTGLKPCDCSVCGEVFMHQVSLNRHMRSHTEQKPNECHEYGEKPHKCKECGKTFTRSSSIRTHERIHTGEKPYECKECGKAFAFLFSFRNHIRIHTGETPYECKECGKAFRYLTALRRHEKNHTGEKPYKCKQCGKAFIYYQPFLTHERTH.... Result: 1 (interaction). (2) Result: 1 (interaction). The miRNA is hsa-miR-7160-5p with sequence UGCUGAGGUCCGGGCUGUGCC. The protein sequence of the target gene is MDSVEKTTNRSEQKSRKFLKSLIRKQPQELLLVIGTGVSAAVAPGIPALCSWRSCIEAVIEAAEQLEVLHPGDVAEFRRKVTKDRDLLVVAHDLIRKMSPRTGDAKPSFFQDCLMEVFDDLEQHIRSPVVLQSILSLMDRGAMVLTTNYDNLLEAFGRRQNKPMESLDLKDKTKVLEWARGHMKYGVLHIHGLYTDPCGVVLDPSGYKDVTQDAEVMEVLQNLYRTKSFLFVGCGETLRDQIFQALFLYSVPNKVDLEHYMLVLKENEDHFFKHQADMLLHGIKVVSYGDCFDHFPGYVQ.... (3) The miRNA is hsa-miR-922 with sequence GCAGCAGAGAAUAGGACUACGUC. The protein sequence of the target gene is MPLYSVTVKWGKEKFEGVELNTDEPPMVFKAQLFALTGVQPARQKVMVKGGTLKDDDWGNIKMKNGMTVLMMGSADALPEEPSAKTVFVEDMTEEQLATAMELPCGLTNLGNTCYMNATVQCIRSVPELKDALKRYAGALRASGEMASAQYITAALRDLFDSMDKTSSSIPPIILLQFLHMAFPQFAEKGEQGQYLQQDANECWIQMMRVLQQKLEAIEDDSGRETDSSSAPAVTPSKKKSLIDQYFGVEFETTMKCTESEEEEVTKGKENQLQLSCFINQEVKYLFTGLKLRLQEEITK.... Result: 0 (no interaction). (4) The miRNA is hsa-miR-1909-3p with sequence CGCAGGGGCCGGGUGCUCACCG. The protein sequence of the target gene is MLSNSQGQSPPVPFPAPAPPPQPPTPALPHPPAQPPPPPPQQFPQFHVKSGLQIKKNAIIDDYKVTSQVLGLGINGKVLQIFNKRTQEKFALKMLQDCPKARREVELHWRASQCPHIVRIVDVYENLYAGRKCLLIVMECLDGGELFSRIQDRGDQAFTEREASEIMKSIGEAIQYLHSINIAHRDVKPENLLYTSKRPNAILKLTDFGFAKETTSHNSLTTPCYTPYYVAPEVLGPEKYDKSCDMWSLGVIMYILLCGYPPFYSNHGLAISPGMKTRIRMGQYEFPNPEWSEVSEEVKM.... Result: 1 (interaction). (5) The miRNA is mmu-miR-3058-5p with sequence UCAGCCACGGCUUACCUGGAAGA. The protein sequence of the target gene is MKALLALPLLLLLSTPPCAPQVSGIRGDALERFCLQQPLDCDDIYAQGYQSDGVYLIYPSGPSVPVPVFCDMTTEGGKWTVFQKRFNGSVSFFRGWNDYKLGFGRADGEYWLGLQNMHLLTLKQKYELRVDLEDFENNTAYAKYADFSISPNAVSAEEDGYTLFVAGFEDGGAGDSLSYHSGQKFSTFDRDQDLFVQNCAALSSGAFWFRSCHFANLNGFYLGGSHLSYANGINWAQWKGFYYSLKRTEMKIRRA. Result: 0 (no interaction). (6) The miRNA is dme-miR-14-3p with sequence UCAGUCUUUUUCUCUCUCCUAU. The protein sequence of the target gene is MTESSMKKLASTLLDAITDKDPLVQEQVCSALCSLGEARPVETLRACEEYLRQHDKLAHPYRAAVLRAMERVLSSRASELDKDTASTIILLASSEMTKTKDLVWDWQQAASGVLVAVGRQFISKVMEELLRRLHPGTLPHCAVLHTLASLSVANAFGVVPFLPSVLSSLLPVLGVAKQDTVRVAFCSALQRFSEGALEYLANLDRAPDPTVRKDAFATDIFSAYDVLFHQWLQSREAKLRLAVVEALGPMSHLLPSERLEEQLPKLLPGILALYKKHAETFYLSKSLGQILEAAVSVGSR.... Result: 0 (no interaction).